This data is from Peptide-MHC class II binding affinity with 134,281 pairs from IEDB. The task is: Regression. Given a peptide amino acid sequence and an MHC pseudo amino acid sequence, predict their binding affinity value. This is MHC class II binding data. (1) The peptide sequence is KLIGGIGGFIKVRQYDQIPI. The MHC is DRB1_1201 with pseudo-sequence DRB1_1201. The binding affinity (normalized) is 0.246. (2) The peptide sequence is YDKFLANVSTKLTGK. The MHC is DRB1_0701 with pseudo-sequence DRB1_0701. The binding affinity (normalized) is 0.814. (3) The peptide sequence is DPMVQIPRLVANNTR. The MHC is DRB1_0701 with pseudo-sequence DRB1_0701. The binding affinity (normalized) is 0.323. (4) The peptide sequence is YDKFLANVSTVLTGT. The MHC is DRB1_0101 with pseudo-sequence DRB1_0101. The binding affinity (normalized) is 0.802. (5) The peptide sequence is HSLLDEGKQSLTKLA. The MHC is DRB1_1201 with pseudo-sequence DRB1_1201. The binding affinity (normalized) is 0.166. (6) The peptide sequence is RSKFLLMDALKLSIE. The MHC is DRB5_0101 with pseudo-sequence DRB5_0101. The binding affinity (normalized) is 0.587. (7) The peptide sequence is KKFGKGSIVACAKFTCA. The MHC is DRB1_0301 with pseudo-sequence DRB1_0301. The binding affinity (normalized) is 0.603.